Dataset: Full USPTO retrosynthesis dataset with 1.9M reactions from patents (1976-2016). Task: Predict the reactants needed to synthesize the given product. Given the product [OH:9][C:8]1[C:3]([C:2]([C:11]2[CH:12]=[CH:13][CH:14]=[CH:15][CH:16]=2)=[O:1])=[N:4][C:5]([CH3:10])=[CH:6][CH:7]=1, predict the reactants needed to synthesize it. The reactants are: [OH:1][CH:2]([C:11]1[CH:16]=[CH:15][CH:14]=[CH:13][CH:12]=1)[C:3]1[C:8]([OH:9])=[CH:7][CH:6]=[C:5]([CH3:10])[N:4]=1.ClCCl.